Predict the product of the given reaction. From a dataset of Forward reaction prediction with 1.9M reactions from USPTO patents (1976-2016). (1) Given the reactants [CH3:1][N:2]1[N:11]=[N:10][C:9]2[N:5]([CH:6]=[N:7][C:8]=2[C:12]([NH2:14])=[O:13])[C:3]1=[O:4].Br[CH2:16][C:17]([C:19]1[CH:24]=[CH:23][CH:22]=[CH:21][CH:20]=1)=O, predict the reaction product. The product is: [CH3:1][N:2]1[C:3](=[O:4])[N:5]2[CH:6]=[N:7][C:8]([C:12]3[O:13][CH:16]=[C:17]([C:19]4[CH:24]=[CH:23][CH:22]=[CH:21][CH:20]=4)[N:14]=3)=[C:9]2[N:10]=[N:11]1. (2) The product is: [CH2:22]([N:29]1[CH:31]2[CH2:38][C:9](=[O:11])[CH2:8][CH:3]1[CH2:5][O:7][CH2:32]2)[C:23]1[CH:28]=[CH:27][CH:26]=[CH:25][CH:24]=1. Given the reactants C(O)(=O)C[C:3]([CH2:8][C:9]([OH:11])=O)([C:5]([OH:7])=O)O.OP([O-])([O-])=O.[K+].[K+].Cl.[CH2:22]([NH2:29])[C:23]1[CH:28]=[CH:27][CH:26]=[CH:25][CH:24]=1.Cl.[CH2:31]([C:38](O)=O)[C:32](CC(O)=O)=O, predict the reaction product.